From a dataset of Forward reaction prediction with 1.9M reactions from USPTO patents (1976-2016). Predict the product of the given reaction. (1) Given the reactants [Cl:1][C:2]1[CH:7]=[CH:6][N:5]=[C:4]2[N:8]([Si:11]([CH:18]([CH3:20])[CH3:19])([CH:15]([CH3:17])[CH3:16])[CH:12]([CH3:14])[CH3:13])[CH:9]=[CH:10][C:3]=12.[Li]C(CC)C.Cl[C:27]([O:29][CH2:30][CH3:31])=[O:28], predict the reaction product. The product is: [Cl:1][C:2]1[C:7]([C:27]([O:29][CH2:30][CH3:31])=[O:28])=[CH:6][N:5]=[C:4]2[N:8]([Si:11]([CH:15]([CH3:17])[CH3:16])([CH:18]([CH3:20])[CH3:19])[CH:12]([CH3:13])[CH3:14])[CH:9]=[CH:10][C:3]=12. (2) Given the reactants O[C:2]1[CH:9]=[CH:8][CH:7]=[CH:6][C:3]=1[CH:4]=[O:5].[C:10](=[O:13])([O-])[O-].[K+].[K+].[CH2:16](I)C.O, predict the reaction product. The product is: [CH2:10]([O:13][C:9]1[CH:2]=[C:3]([CH:6]=[CH:7][CH:8]=1)[CH:4]=[O:5])[CH3:16]. (3) Given the reactants [H-].[Na+].[Cl:3][C:4]1[CH:9]=[CH:8][C:7]([N:10]2[C:18]([NH:19][CH:20]3[CH2:25][CH2:24][CH2:23][CH2:22][CH2:21]3)=[C:17]3[C:12]([CH:13]=[CH:14][CH:15]=[CH:16]3)=[N:11]2)=[CH:6][CH:5]=1.[C:26]1([CH2:32][C:33](Cl)=[O:34])[CH:31]=[CH:30][CH:29]=[CH:28][CH:27]=1.C(OC(C)=O)(C)C.[Cl-].[Na+].O, predict the reaction product. The product is: [Cl:3][C:4]1[CH:9]=[CH:8][C:7]([N:10]2[C:18]([N:19]([CH:20]3[CH2:25][CH2:24][CH2:23][CH2:22][CH2:21]3)[C:33](=[O:34])[CH2:32][C:26]3[CH:31]=[CH:30][CH:29]=[CH:28][CH:27]=3)=[C:17]3[C:12]([CH:13]=[CH:14][CH:15]=[CH:16]3)=[N:11]2)=[CH:6][CH:5]=1.